This data is from Full USPTO retrosynthesis dataset with 1.9M reactions from patents (1976-2016). The task is: Predict the reactants needed to synthesize the given product. Given the product [Cl:20][C:14]1[CH:15]=[C:16]([Cl:19])[CH:17]=[CH:18][C:13]=1[C:6]1[C:7]([C:8]([O:10][CH2:11][CH3:12])=[O:9])=[C:2]([C:27]2[CH:32]=[CH:31][CH:30]=[CH:29][CH:28]=2)[N:3]=[C:4]([C:21]2[CH:22]=[CH:23][CH:24]=[CH:25][CH:26]=2)[N:5]=1, predict the reactants needed to synthesize it. The reactants are: Cl[C:2]1[C:7]([C:8]([O:10][CH2:11][CH3:12])=[O:9])=[C:6]([C:13]2[CH:18]=[CH:17][C:16]([Cl:19])=[CH:15][C:14]=2[Cl:20])[N:5]=[C:4]([C:21]2[CH:26]=[CH:25][CH:24]=[CH:23][CH:22]=2)[N:3]=1.[C:27]1(B(O)O)[CH:32]=[CH:31][CH:30]=[CH:29][CH:28]=1.C([O-])([O-])=O.[Na+].[Na+].